Dataset: Forward reaction prediction with 1.9M reactions from USPTO patents (1976-2016). Task: Predict the product of the given reaction. (1) Given the reactants [C:1]([OH:11])(=[O:10])[C@@H:2]([C:4]1[CH:9]=[CH:8][CH:7]=[CH:6][CH:5]=1)[OH:3].[C:12](#[N:21])[CH:13]([C:15]1[CH:20]=[CH:19][CH:18]=[CH:17][CH:16]=1)[OH:14].[C:22]([NH2:32])(=O)[CH:23]([C:25]1[CH:30]=[CH:29][CH:28]=[CH:27][CH:26]=1)[OH:24], predict the reaction product. The product is: [C:1]([OH:11])(=[O:10])[C@@H:2]([C:4]1[CH:9]=[CH:8][CH:7]=[CH:6][CH:5]=1)[OH:3].[C:12](#[N:21])[CH:13]([C:15]1[CH:20]=[CH:19][CH:18]=[CH:17][CH:16]=1)[OH:14].[C:22](#[N:32])[C@H:23]([C:25]1[CH:30]=[CH:29][CH:28]=[CH:27][CH:26]=1)[OH:24]. (2) Given the reactants [H-].[Na+].Cl[C:4]1[C:9]([CH2:10][N:11]([CH3:21])[CH2:12][CH:13]([OH:20])[CH2:14][CH:15]([CH2:18][F:19])[CH2:16][F:17])=[CH:8][CH:7]=[C:6]([Cl:22])[N:5]=1, predict the reaction product. The product is: [Cl:22][C:6]1[CH:7]=[CH:8][C:9]2[CH2:10][N:11]([CH3:21])[CH2:12][CH:13]([CH2:14][CH:15]([CH2:18][F:19])[CH2:16][F:17])[O:20][C:4]=2[N:5]=1. (3) The product is: [Br:33][CH2:28][CH2:27][N:26]([CH2:29][CH2:30][OH:31])[C:2]1[C:19]([N+:20]([O-:22])=[O:21])=[CH:18][C:17]([N+:23]([O-:25])=[O:24])=[CH:16][C:3]=1[C:4]([NH:6][CH2:7][CH2:8][O:9][CH:10]1[CH2:15][CH2:14][CH2:13][CH2:12][O:11]1)=[O:5]. Given the reactants Br[C:2]1[C:19]([N+:20]([O-:22])=[O:21])=[CH:18][C:17]([N+:23]([O-:25])=[O:24])=[CH:16][C:3]=1[C:4]([NH:6][CH2:7][CH2:8][O:9][CH:10]1[CH2:15][CH2:14][CH2:13][CH2:12][O:11]1)=[O:5].[N:26]1([CH2:29][CH2:30][OH:31])[CH2:28][CH2:27]1.[Na+].[Br-:33], predict the reaction product. (4) The product is: [C:1]([CH:5]1[N:14]2[C:9](=[CH:10][C:11](=[O:20])[C:12]([C:15]([OH:17])=[O:16])=[CH:13]2)[C:8]2[CH:21]=[C:22]([O:34][CH3:35])[C:23]([O:25][CH2:26][CH2:27][CH2:28][N:29]3[CH:33]=[N:32][CH:31]=[N:30]3)=[CH:24][C:7]=2[CH2:6]1)([CH3:4])([CH3:2])[CH3:3]. Given the reactants [C:1]([CH:5]1[N:14]2[C:9](=[CH:10][C:11](=[O:20])[C:12]([C:15]([O:17]CC)=[O:16])=[CH:13]2)[C:8]2[CH:21]=[C:22]([O:34][CH3:35])[C:23]([O:25][CH2:26][CH2:27][CH2:28][N:29]3[CH:33]=[N:32][CH:31]=[N:30]3)=[CH:24][C:7]=2[CH2:6]1)([CH3:4])([CH3:3])[CH3:2].[OH-].[Na+].Cl, predict the reaction product. (5) Given the reactants [F:1][C:2]([F:27])([F:26])[C:3]1[CH:4]=[C:5]([NH:9][C:10](=[O:25])[CH2:11][C:12]([NH:14][C:15]2[CH:20]=[CH:19][CH:18]=[C:17]([C:21]([F:24])([F:23])[F:22])[CH:16]=2)=[O:13])[CH:6]=[CH:7][CH:8]=1.[Cl:28][C:29]1[C:36]([Cl:37])=[CH:35][CH:34]=[CH:33][C:30]=1[CH:31]=O, predict the reaction product. The product is: [F:1][C:2]([F:26])([F:27])[C:3]1[CH:4]=[C:5]([NH:9][C:10](=[O:25])[C:11](=[CH:31][C:30]2[CH:33]=[CH:34][CH:35]=[C:36]([Cl:37])[C:29]=2[Cl:28])[C:12]([NH:14][C:15]2[CH:20]=[CH:19][CH:18]=[C:17]([C:21]([F:24])([F:23])[F:22])[CH:16]=2)=[O:13])[CH:6]=[CH:7][CH:8]=1. (6) Given the reactants C[O:2][C:3]([C:5]1[N:10]=[C:9]([C:11]2[CH:19]=[CH:18][CH:17]=[C:16]3[C:12]=2[CH:13]=[CH:14][NH:15]3)[CH:8]=[C:7]([N:20]2[CH2:25][CH2:24][O:23][CH2:22][CH2:21]2)[N:6]=1)=O.[OH-].[Li+].[CH3:28][N:29](C(ON1N=NC2C=CC=NC1=2)=[N+](C)C)[CH3:30].F[P-](F)(F)(F)(F)F.CCN(C(C)C)C(C)C.CN(C)CCN, predict the reaction product. The product is: [CH3:28][N:29]([CH3:30])[C:3]([C:5]1[N:10]=[C:9]([C:11]2[CH:19]=[CH:18][CH:17]=[C:16]3[C:12]=2[CH:13]=[CH:14][NH:15]3)[CH:8]=[C:7]([N:20]2[CH2:25][CH2:24][O:23][CH2:22][CH2:21]2)[N:6]=1)=[O:2]. (7) Given the reactants [NH2:1][C:2]1[CH:7]=[CH:6][CH:5]=[CH:4][CH:3]=1.N1C(C)=CC=CC=1C.S(C1C=CC(C)=CC=1)(O[CH2:20][CH2:21][F:22])(=O)=O, predict the reaction product. The product is: [F:22][CH2:21][CH2:20][NH:1][C:2]1[CH:7]=[CH:6][CH:5]=[CH:4][CH:3]=1. (8) Given the reactants [NH2:1][C:2]1[C:3](=[S:17])[NH:4][C:5]([C:8]2([C:11]3[CH:16]=[CH:15][CH:14]=[CH:13][CH:12]=3)[CH2:10][CH2:9]2)=[CH:6][CH:7]=1.[F:18][C:19]1[CH:27]=[C:26]([F:28])[CH:25]=[CH:24][C:20]=1[C:21](Cl)=O.NC1C(=S)NC=CC=1, predict the reaction product. The product is: [F:18][C:19]1[CH:27]=[C:26]([F:28])[CH:25]=[CH:24][C:20]=1[C:21]1[S:17][C:3]2[C:2]([N:1]=1)=[CH:7][CH:6]=[C:5]([C:8]1([C:11]3[CH:16]=[CH:15][CH:14]=[CH:13][CH:12]=3)[CH2:10][CH2:9]1)[N:4]=2.